Dataset: Full USPTO retrosynthesis dataset with 1.9M reactions from patents (1976-2016). Task: Predict the reactants needed to synthesize the given product. Given the product [CH3:10][O:9][C:6]1[CH:7]=[CH:8][C:3]([CH2:2][O:17][C:15](=[O:16])[CH3:14])=[C:4]([N+:11]([O-:13])=[O:12])[CH:5]=1, predict the reactants needed to synthesize it. The reactants are: Br[CH2:2][C:3]1[CH:8]=[CH:7][C:6]([O:9][CH3:10])=[CH:5][C:4]=1[N+:11]([O-:13])=[O:12].[CH3:14][C:15]([O-:17])=[O:16].[Na+].